From a dataset of Forward reaction prediction with 1.9M reactions from USPTO patents (1976-2016). Predict the product of the given reaction. (1) Given the reactants [N:1]1[CH:2]=[N:3][N:4]2[CH:9]=[C:8]([C:10]3[NH:14][C:13]([C:15]4([CH2:28][CH2:29][O:30][CH3:31])[CH2:20][CH2:19][N:18](C(OC(C)(C)C)=O)[CH2:17][CH2:16]4)=[N:12][C:11]=3[C:32]3[CH:37]=[CH:36][C:35]([F:38])=[C:34]([CH3:39])[N:33]=3)[CH:7]=[CH:6][C:5]=12.C(Cl)Cl.B(Br)(Br)Br.C([O-])(O)=O.[Na+], predict the reaction product. The product is: [F:38][C:35]1[CH:36]=[CH:37][C:32]([C:11]2[N:12]=[C:13]([C:15]3([CH2:28][CH2:29][O:30][CH3:31])[CH2:20][CH2:19][NH:18][CH2:17][CH2:16]3)[NH:14][C:10]=2[C:8]2[CH:7]=[CH:6][C:5]3[N:4]([N:3]=[CH:2][N:1]=3)[CH:9]=2)=[N:33][C:34]=1[CH3:39]. (2) Given the reactants [Cl:1][C:2]1[C:7]2[S:8][C:9]([C:11]([O:13]C)=[O:12])=[CH:10][C:6]=2[CH:5]=[CH:4][CH:3]=1.[OH-].[Na+], predict the reaction product. The product is: [Cl:1][C:2]1[C:7]2[S:8][C:9]([C:11]([OH:13])=[O:12])=[CH:10][C:6]=2[CH:5]=[CH:4][CH:3]=1.